From a dataset of Full USPTO retrosynthesis dataset with 1.9M reactions from patents (1976-2016). Predict the reactants needed to synthesize the given product. (1) Given the product [CH3:66][O:84][C:52]([C:21]1[CH:22]=[CH:23][C:9]2[C@@:8]3([CH2:1][C:2]4[CH:3]=[CH:4][CH:5]=[CH:6][CH:7]=4)[CH2:18][CH2:17][C:16](=[O:19])[CH2:15][C@H:14]3[CH2:13][CH2:12][CH2:11][C:10]=2[CH:20]=1)=[O:55].[CH3:66][O:84][C:21]([C:52]1[CH:53]=[CH:54][C:40]2[C@:39]3([CH2:32][C:33]4[CH:34]=[CH:35][CH:36]=[CH:37][CH:38]=4)[CH2:49][CH2:48][C:47](=[O:50])[CH2:46][C@@H:45]3[CH2:44][CH2:43][CH2:42][C:41]=2[CH:51]=1)=[O:24], predict the reactants needed to synthesize it. The reactants are: [CH2:1]([C@:8]12[CH2:18][CH2:17][C:16](=[O:19])[CH2:15][C@H:14]1[CH2:13][CH2:12][CH2:11][C:10]1[CH:20]=[C:21]([O:24]S(C(F)(F)F)(=O)=O)[CH:22]=[CH:23][C:9]2=1)[C:2]1[CH:7]=[CH:6][CH:5]=[CH:4][CH:3]=1.[CH2:32]([C@@:39]12[CH2:49][CH2:48][C:47](=[O:50])[CH2:46][C@@H:45]1[CH2:44][CH2:43][CH2:42][C:41]1[CH:51]=[C:52]([O:55]S(C(F)(F)F)(=O)=O)[CH:53]=[CH:54][C:40]2=1)[C:33]1[CH:38]=[CH:37][CH:36]=[CH:35][CH:34]=1.CC1(C)C2C(=C(P(C3C=CC=CC=3)C3C=CC=CC=3)C=CC=2)[O:84][C:66]2C(P(C3C=CC=CC=3)C3C=CC=CC=3)=CC=CC1=2.CO. (2) The reactants are: [F:1][C:2]1[CH:3]=[C:4]([S:9]([N:12]([CH2:20][CH3:21])[C@@H:13]([CH2:18]O)[C:14]([O:16]C)=[O:15])(=[O:11])=[O:10])[CH:5]=[CH:6][C:7]=1[F:8].[OH-].[Na+]. Given the product [CH2:20]([N:12]([S:9]([C:4]1[CH:5]=[CH:6][C:7]([F:8])=[C:2]([F:1])[CH:3]=1)(=[O:10])=[O:11])[C:13](=[CH2:18])[C:14]([OH:16])=[O:15])[CH3:21], predict the reactants needed to synthesize it. (3) Given the product [NH2:27][C:26]1[CH:28]=[CH:29][C:23]([O:18][C:14]2[CH:13]=[C:12]([NH:11][C:9](=[O:10])[C:8]3[CH:19]=[CH:20][CH:21]=[C:6]([C:3]([C:1]#[N:2])([CH3:5])[CH3:4])[CH:7]=3)[CH:17]=[CH:16][CH:15]=2)=[C:24]([N+:30]([O-:32])=[O:31])[CH:25]=1, predict the reactants needed to synthesize it. The reactants are: [C:1]([C:3]([C:6]1[CH:7]=[C:8]([CH:19]=[CH:20][CH:21]=1)[C:9]([NH:11][C:12]1[CH:17]=[CH:16][CH:15]=[C:14]([OH:18])[CH:13]=1)=[O:10])([CH3:5])[CH3:4])#[N:2].F[C:23]1[CH:29]=[CH:28][C:26]([NH2:27])=[CH:25][C:24]=1[N+:30]([O-:32])=[O:31].C(=O)([O-])[O-].[Cs+].[Cs+]. (4) Given the product [N+:24]([C:15]1[CH:16]=[C:17]([CH:22]=[CH:23][C:14]=1[O:11][CH2:10][C@@H:9]([NH2:8])[CH3:12])[C:18]([O:20][CH3:21])=[O:19])([O-:26])=[O:25], predict the reactants needed to synthesize it. The reactants are: C(OC([NH:8][C@@H:9]([CH3:12])[CH2:10][OH:11])=O)(C)(C)C.O[C:14]1[CH:23]=[CH:22][C:17]([C:18]([O:20][CH3:21])=[O:19])=[CH:16][C:15]=1[N+:24]([O-:26])=[O:25].C1C=CC(P(C2C=CC=CC=2)C2C=CC=CC=2)=CC=1.N(C(OC(C)C)=O)=NC(OC(C)C)=O. (5) Given the product [CH:14]1([C:20](=[O:21])[CH2:1][C:2]#[N:3])[CH2:19][CH2:18][CH2:17][CH2:16][CH2:15]1, predict the reactants needed to synthesize it. The reactants are: [CH3:1][C:2]#[N:3].[Li]N([Si](C)(C)C)[Si](C)(C)C.[CH:14]1([C:20](OC)=[O:21])[CH2:19][CH2:18][CH2:17][CH2:16][CH2:15]1.